The task is: Predict the reactants needed to synthesize the given product.. This data is from Full USPTO retrosynthesis dataset with 1.9M reactions from patents (1976-2016). (1) Given the product [Cl:39][C:40]1[CH:45]=[CH:44][CH:43]=[CH:42][C:41]=1[C:2]1[CH:11]=[C:10]([N+:12]([O-:14])=[O:13])[CH:9]=[C:8]2[C:3]=1[CH2:4][N:5]([CH2:24][C:25]1[CH:30]=[CH:29][C:28]([O:31][CH3:32])=[CH:27][CH:26]=1)[C:6](=[O:23])[N:7]2[C:15]1[C:20]([Cl:21])=[CH:19][CH:18]=[CH:17][C:16]=1[Cl:22], predict the reactants needed to synthesize it. The reactants are: Br[C:2]1[CH:11]=[C:10]([N+:12]([O-:14])=[O:13])[CH:9]=[C:8]2[C:3]=1[CH2:4][N:5]([CH2:24][C:25]1[CH:30]=[CH:29][C:28]([O:31][CH3:32])=[CH:27][CH:26]=1)[C:6](=[O:23])[N:7]2[C:15]1[C:20]([Cl:21])=[CH:19][CH:18]=[CH:17][C:16]=1[Cl:22].C([O-])([O-])=O.[Na+].[Na+].[Cl:39][C:40]1[CH:45]=[CH:44][CH:43]=[CH:42][C:41]=1B(O)O.C(O)C.O. (2) Given the product [C:29]([N:15]1[CH2:16][CH2:17][C:11]2[C:10](=[O:20])[N:9]([CH2:21][CH2:22][C:23]3[CH:28]=[CH:27][CH:26]=[CH:25][CH:24]=3)[C:8]([C:3]3[CH:4]=[CH:5][CH:6]=[CH:7][C:2]=3[OH:1])=[N:19][C:12]=2[CH2:13][CH2:14]1)(=[O:31])[CH3:30], predict the reactants needed to synthesize it. The reactants are: [OH:1][C:2]1[CH:7]=[CH:6][CH:5]=[CH:4][C:3]=1[C:8]1[N:9]([CH2:21][CH2:22][C:23]2[CH:28]=[CH:27][CH:26]=[CH:25][CH:24]=2)[C:10](=[O:20])[C:11]2[CH2:17][CH2:16][N:15](C)[CH2:14][CH2:13][C:12]=2[N:19]=1.[C:29](Cl)(=[O:31])[CH3:30].C(N(CC)CC)C.B(Br)(Br)Br. (3) Given the product [O:1]1[C:5]2[CH:6]=[CH:7][CH:8]=[CH:9][C:4]=2[C:3]([NH:10][C:19](=[O:20])[O:21][C:22]2[CH:27]=[CH:26][CH:25]=[CH:24][CH:23]=2)=[N:2]1, predict the reactants needed to synthesize it. The reactants are: [O:1]1[C:5]2[CH:6]=[CH:7][CH:8]=[CH:9][C:4]=2[C:3]([NH2:10])=[N:2]1.C(N(CC)CC)C.Cl[C:19]([O:21][C:22]1[CH:27]=[CH:26][CH:25]=[CH:24][CH:23]=1)=[O:20]. (4) The reactants are: [CH3:1][O:2][C:3]1[CH:4]=[C:5]([CH:35]=[CH:36][C:37]=1[C:38]([CH3:41])([CH3:40])[CH3:39])[C:6]([N:8]1[C@@H:12]([C:13]2[S:14][C:15]([CH3:18])=[CH:16][N:17]=2)[C@@H:11]([CH2:19][O:20][CH3:21])[CH2:10][C@@:9]1([CH2:29][C:30]1[CH:34]=[CH:33][S:32][N:31]=1)[C:22]([O:24]C(C)(C)C)=[O:23])=[O:7]. Given the product [CH3:1][O:2][C:3]1[CH:4]=[C:5]([CH:35]=[CH:36][C:37]=1[C:38]([CH3:41])([CH3:40])[CH3:39])[C:6]([N:8]1[C@@H:12]([C:13]2[S:14][C:15]([CH3:18])=[CH:16][N:17]=2)[C@@H:11]([CH2:19][O:20][CH3:21])[CH2:10][C@@:9]1([CH2:29][C:30]1[CH:34]=[CH:33][S:32][N:31]=1)[C:22]([OH:24])=[O:23])=[O:7], predict the reactants needed to synthesize it. (5) Given the product [C:4]([OH:38])(=[O:3])[C:5]1[CH:10]=[CH:9][CH:8]=[CH:7][CH:6]=1, predict the reactants needed to synthesize it. The reactants are: Cl.C[O:3][C:4](=[O:38])[C:5]1[CH:10]=[CH:9][C:8](OC2C=CC(C[C@H](N)C3N(CCCC)C=C(C4C=CC(Cl)=CC=4Cl)N=3)=CC=2)=[CH:7][CH:6]=1.COC1C=CC=CC=1CC(O)=O. (6) Given the product [C:29]([O:33][C:34]([NH:36][C:37]1[CH:42]=[CH:41][CH:40]=[CH:39][C:38]=1[NH:43][C:24](=[O:26])[C:23]1[CH:27]=[CH:28][C:20]([Cl:19])=[N:21][CH:22]=1)=[O:35])([CH3:32])([CH3:30])[CH3:31], predict the reactants needed to synthesize it. The reactants are: ClC1N=C(OC)N=C(OC)N=1.CN1CCOCC1.[Cl:19][C:20]1[CH:28]=[CH:27][C:23]([C:24]([OH:26])=O)=[CH:22][N:21]=1.[C:29]([O:33][C:34]([NH:36][C:37]1[CH:42]=[CH:41][CH:40]=[CH:39][C:38]=1[NH2:43])=[O:35])([CH3:32])([CH3:31])[CH3:30]. (7) Given the product [S:1]([C:5]1[CH:6]=[CH:7][C:8]([C:9]([NH:21][CH2:20][CH:17]2[CH2:18][CH2:19][O:14][CH2:15][CH2:16]2)=[O:11])=[CH:12][CH:13]=1)(=[O:3])(=[O:4])[NH2:2], predict the reactants needed to synthesize it. The reactants are: [S:1]([C:5]1[CH:13]=[CH:12][C:8]([C:9]([OH:11])=O)=[CH:7][CH:6]=1)(=[O:4])(=[O:3])[NH2:2].[O:14]1[CH2:19][CH2:18][CH:17]([CH2:20][NH2:21])[CH2:16][CH2:15]1.O.ON1C2C=CC=CC=2N=N1.Cl.C(N=C=NCCCN(C)C)C. (8) Given the product [C:1]([O:5][C:6]([N:8]1[CH2:13][CH2:12][CH:11]([S:17][C:15](=[O:18])[CH3:16])[CH2:10][CH2:9]1)=[O:7])([CH3:4])([CH3:3])[CH3:2], predict the reactants needed to synthesize it. The reactants are: [C:1]([O:5][C:6]([N:8]1[CH2:13][CH2:12][CH:11](Br)[CH2:10][CH2:9]1)=[O:7])([CH3:4])([CH3:3])[CH3:2].[C:15]([O-:18])(=[S:17])[CH3:16].[K+].[Na+].[I-].